Dataset: Forward reaction prediction with 1.9M reactions from USPTO patents (1976-2016). Task: Predict the product of the given reaction. Given the reactants N1C=CC=CC=1.[C:7]([C:10]1[CH:19]=[CH:18][C:17]2[C:12](=[CH:13][CH:14]=[CH:15][CH:16]=2)[C:11]=1[C:20]1[C:29]2[C:24](=[CH:25][CH:26]=[CH:27][CH:28]=2)[CH:23]=[CH:22][C:21]=1[N:30]([CH3:38])[C:31](=[O:37])[O:32][C:33]([CH3:36])([CH3:35])[CH3:34])(=O)[NH2:8].S(Cl)(C1C=CC(C)=CC=1)(=O)=O.N.C([O-])(O)=O.[Na+], predict the reaction product. The product is: [C:7]([C:10]1[CH:19]=[CH:18][C:17]2[C:12](=[CH:13][CH:14]=[CH:15][CH:16]=2)[C:11]=1[C:20]1[C:29]2[C:24](=[CH:25][CH:26]=[CH:27][CH:28]=2)[CH:23]=[CH:22][C:21]=1[N:30]([CH3:38])[C:31](=[O:37])[O:32][C:33]([CH3:34])([CH3:35])[CH3:36])#[N:8].